This data is from Reaction yield outcomes from USPTO patents with 853,638 reactions. The task is: Predict the reaction yield, written as a fraction of the theoretical maximum amount of product (1.0 means a 100% yield; for example, 0.34 means a 34% yield). (1) The reactants are [Cl:1][C:2]1[CH:29]=[CH:28][C:5]([CH2:6][O:7][C:8]2[C:9]([O:25][CH2:26][CH3:27])=[C:10]([CH:14]([C:16]3[C:24]4[C:19](=[N:20][CH:21]=[CH:22][CH:23]=4)[NH:18][CH:17]=3)[OH:15])[CH:11]=[CH:12][CH:13]=2)=[CH:4][CH:3]=1.CC(OI1(OC(C)=O)(OC(C)=O)OC(=O)C2C=CC=CC1=2)=O. The catalyst is O1CCCC1. The product is [Cl:1][C:2]1[CH:29]=[CH:28][C:5]([CH2:6][O:7][C:8]2[C:9]([O:25][CH2:26][CH3:27])=[C:10]([C:14]([C:16]3[C:24]4[C:19](=[N:20][CH:21]=[CH:22][CH:23]=4)[NH:18][CH:17]=3)=[O:15])[CH:11]=[CH:12][CH:13]=2)=[CH:4][CH:3]=1. The yield is 0.750. (2) The catalyst is CO. The reactants are CC([Si](C)(C)[O:6][CH2:7][C@H:8]1[N:18]2[C:19]3[N:10]([C:11](=[O:21])[CH:12]=[CH:13][C:14]=3[N:15]=[CH:16][C:17]2=[O:20])[CH2:9]1)(C)C. The product is [OH:6][CH2:7][C@H:8]1[N:18]2[C:19]3[N:10]([C:11](=[O:21])[CH:12]=[CH:13][C:14]=3[N:15]=[CH:16][C:17]2=[O:20])[CH2:9]1. The yield is 0.950. (3) The reactants are [N:1]([CH2:4][C@@H:5]1[O:9][C:8](=[O:10])[N:7]([C:11]2[CH:16]=[CH:15][C:14]([Cl:17])=[CH:13][N:12]=2)[CH2:6]1)=[N+]=[N-].C1(P(C2C=CC=CC=2)C2C=CC=CC=2)C=CC=CC=1. The catalyst is O1CCCC1.O. The product is [NH2:1][CH2:4][C@@H:5]1[O:9][C:8](=[O:10])[N:7]([C:11]2[CH:16]=[CH:15][C:14]([Cl:17])=[CH:13][N:12]=2)[CH2:6]1. The yield is 0.870.